This data is from Full USPTO retrosynthesis dataset with 1.9M reactions from patents (1976-2016). The task is: Predict the reactants needed to synthesize the given product. (1) Given the product [F:12][C:3]([F:2])([F:11])[CH:4]1[CH2:10][CH2:9][N:8]([C:30]2[CH:37]=[CH:36][CH:35]=[CH:34][C:31]=2[CH:32]=[O:33])[CH2:7][CH2:6][NH:5]1, predict the reactants needed to synthesize it. The reactants are: Cl.[F:2][C:3]([F:12])([F:11])[CH:4]1[CH2:10][CH2:9][NH:8][CH2:7][CH2:6][NH:5]1.O.O.O.O.O.O.O.O.O.O.C(=O)([O-])[O-].[Na+].[Na+].F[C:30]1[CH:37]=[CH:36][CH:35]=[CH:34][C:31]=1[CH:32]=[O:33].CC(=O)OCC. (2) Given the product [CH3:6][N:7]1[C:9]2[CH:14]=[C:13]([O:15][C:16]3[CH:21]=[CH:20][CH:19]=[C:18]([N:22]4[CH2:23][CH2:24][O:25][CH2:26][CH2:27]4)[CH:17]=3)[CH:12]=[CH:11][C:10]=2[N:28]=[C:30]1[CH2:31][OH:32], predict the reactants needed to synthesize it. The reactants are: C(O[C:6](=O)[N:7]([C:9]1[CH:14]=[C:13]([O:15][C:16]2[CH:21]=[CH:20][CH:19]=[C:18]([N:22]3[CH2:27][CH2:26][O:25][CH2:24][CH2:23]3)[CH:17]=2)[CH:12]=[CH:11][C:10]=1[NH2:28])C)(C)(C)C.[C:30](O)(=O)[CH2:31][OH:32]. (3) Given the product [Cl:1][C:2]1[CH:3]=[C:4]([N:10]([CH2:23][CH2:24][CH3:25])[S:11]([C:14]2[CH:19]=[CH:18][C:17]([O:20][CH3:21])=[CH:16][CH:15]=2)(=[O:12])=[O:13])[CH:5]=[CH:6][C:7]=1[O:8][CH3:9], predict the reactants needed to synthesize it. The reactants are: [Cl:1][C:2]1[CH:3]=[C:4]([NH:10][S:11]([C:14]2[CH:19]=[CH:18][C:17]([O:20][CH3:21])=[CH:16][CH:15]=2)(=[O:13])=[O:12])[CH:5]=[CH:6][C:7]=1[O:8][CH3:9].Br[CH2:23][CH2:24][CH3:25].